From a dataset of Peptide-MHC class II binding affinity with 134,281 pairs from IEDB. Regression. Given a peptide amino acid sequence and an MHC pseudo amino acid sequence, predict their binding affinity value. This is MHC class II binding data. The peptide sequence is CRPQDELIGRARISQ. The MHC is DRB1_0802 with pseudo-sequence DRB1_0802. The binding affinity (normalized) is 0.258.